This data is from TCR-epitope binding with 47,182 pairs between 192 epitopes and 23,139 TCRs. The task is: Binary Classification. Given a T-cell receptor sequence (or CDR3 region) and an epitope sequence, predict whether binding occurs between them. (1) The epitope is VLQAVGACV. The TCR CDR3 sequence is CASSLDPLGNEQFF. Result: 1 (the TCR binds to the epitope). (2) The epitope is YIFFASFYY. The TCR CDR3 sequence is CASSYSGGAGVAQYF. Result: 1 (the TCR binds to the epitope). (3) The epitope is KLNVGDYFV. The TCR CDR3 sequence is CASSFPSGDGTQYF. Result: 0 (the TCR does not bind to the epitope). (4) The epitope is TPGPGVRYPL. The TCR CDR3 sequence is CASSQRGADTEAFF. Result: 1 (the TCR binds to the epitope). (5) The epitope is RAKFKQLL. The TCR CDR3 sequence is CASRGGTATYQETQYF. Result: 1 (the TCR binds to the epitope). (6) The epitope is RLRPGGKKK. The TCR CDR3 sequence is CATSRIPGGVTDTQYF. Result: 0 (the TCR does not bind to the epitope). (7) The TCR CDR3 sequence is CTSSSTITGMGDSGNTIYF. The epitope is TPQDLNTML. Result: 1 (the TCR binds to the epitope). (8) The epitope is RLRAEAQVK. The TCR CDR3 sequence is CASSQSAGPRSYEQYF. Result: 1 (the TCR binds to the epitope).